From a dataset of Full USPTO retrosynthesis dataset with 1.9M reactions from patents (1976-2016). Predict the reactants needed to synthesize the given product. (1) The reactants are: [Br:1][C:2]1[C:11]2[C:6](=[CH:7][C:8]([F:14])=[C:9]([O:12][CH3:13])[CH:10]=2)[N:5]=[CH:4][C:3]=1N.[B-](F)(F)(F)[F:17].N#[O+]. Given the product [Br:1][C:2]1[C:11]2[C:6](=[CH:7][C:8]([F:14])=[C:9]([O:12][CH3:13])[CH:10]=2)[N:5]=[CH:4][C:3]=1[F:17], predict the reactants needed to synthesize it. (2) Given the product [Cl:1][C:2]1[C:6]([Cl:7])=[C:5]([CH3:8])[NH:4][C:3]=1[C:9]([NH:11][C@@H:12]1[CH2:17][CH2:16][N:15]([C:18]2[S:19][C:20]3[C:26]([C:27]([NH:43][O:42][CH3:38])=[O:28])=[CH:25][CH:24]=[CH:23][C:21]=3[N:22]=2)[CH2:14][C@@H:13]1[N:30]1[CH:34]=[CH:33][N:32]=[N:31]1)=[O:10], predict the reactants needed to synthesize it. The reactants are: [Cl:1][C:2]1[C:6]([Cl:7])=[C:5]([CH3:8])[NH:4][C:3]=1[C:9]([NH:11][C@@H:12]1[CH2:17][CH2:16][N:15]([C:18]2[S:19][C:20]3[C:26]([C:27](O)=[O:28])=[CH:25][CH:24]=[CH:23][C:21]=3[N:22]=2)[CH2:14][C@@H:13]1[N:30]1[CH:34]=[CH:33][N:32]=[N:31]1)=[O:10].CN([C:38]([O:42][N:43]1N=NC2C=CC=NC1=2)=[N+](C)C)C.F[P-](F)(F)(F)(F)F.CCN(C(C)C)C(C)C.Cl.O(N)C. (3) The reactants are: Br[C:2]1[CH:11]=[C:10]2[C:5]([CH:6]=[C:7]([NH:12][C:13]([CH:15]3[CH2:17][CH2:16]3)=[O:14])[N:8]=[CH:9]2)=[CH:4][CH:3]=1.N1C2C(=CC=C3C=2N=CC=C3)C=CC=1.C(=O)([O-])[O-].[Cs+].[Cs+].[CH2:38]([OH:41])[CH2:39][OH:40]. Given the product [OH:40][CH2:39][CH2:38][O:41][C:2]1[CH:11]=[C:10]2[C:5]([CH:6]=[C:7]([NH:12][C:13]([CH:15]3[CH2:17][CH2:16]3)=[O:14])[N:8]=[CH:9]2)=[CH:4][CH:3]=1, predict the reactants needed to synthesize it. (4) Given the product [CH:31]([N:32]=[C:33]=[N:22][CH:23]([CH3:19])[CH3:15])([CH3:49])[CH3:28].[Cl:24][C:25]1[CH:30]=[CH:29][C:28]([CH:31]([C:49]2[CH:54]=[CH:53][C:52]([Cl:55])=[CH:51][CH:50]=2)[N:32]2[CH2:33][CH:34]([NH2:36])[CH2:35]2)=[CH:27][CH:26]=1, predict the reactants needed to synthesize it. The reactants are: CS(C1C=CC(C(O)=O)=CC=1)(=O)=O.O[C:15]1[C:23]2[N:22]=NN[C:19]=2C=CC=1.[Cl:24][C:25]1[CH:30]=[CH:29][C:28]([CH:31]([C:49]2[CH:54]=[CH:53][C:52]([Cl:55])=[CH:51][CH:50]=2)[N:32]2[CH2:35][CH:34]([NH:36]C(=O)C3C=CC(S(C)(=O)=O)=CC=3)[CH2:33]2)=[CH:27][CH:26]=1. (5) Given the product [CH3:44][N:45]1[CH2:49][CH2:48][CH2:47][CH:46]1[CH2:50][CH2:51][NH:52][C:9]([C:11]1[N:12]([CH3:32])[C:13]2[C:21]([CH:22]=1)=[C:20]1[C:16]([C:17](=[O:24])[NH:18][C:19]1=[O:23])=[C:15]([C:25]1[CH:30]=[CH:29][CH:28]=[CH:27][C:26]=1[Cl:31])[CH:14]=2)=[O:8], predict the reactants needed to synthesize it. The reactants are: FC1C([O:8][C:9]([C:11]2[N:12]([CH3:32])[C:13]3[C:21]([CH:22]=2)=[C:20]2[C:16]([C:17](=[O:24])[NH:18][C:19]2=[O:23])=[C:15]([C:25]2[CH:30]=[CH:29][CH:28]=[CH:27][C:26]=2[Cl:31])[CH:14]=3)=O)=C(F)C(F)=C(F)C=1F.C(N(CC)CC)C.[CH3:44][N:45]1[CH2:49][CH2:48][CH2:47][CH:46]1[CH2:50][CH2:51][NH2:52].O. (6) Given the product [OH:11][C:12]1[C:13]([O:20][CH3:21])=[C:14]([CH:17]=[CH:18][CH:19]=1)[CH:15]=[C:5]1[C:6](=[O:8])[O:7][C:2]([CH3:10])([CH3:1])[O:3][C:4]1=[O:9], predict the reactants needed to synthesize it. The reactants are: [CH3:1][C:2]1([CH3:10])[O:7][C:6](=[O:8])[CH2:5][C:4](=[O:9])[O:3]1.[OH:11][C:12]1[C:13]([O:20][CH3:21])=[C:14]([CH:17]=[CH:18][CH:19]=1)[CH:15]=O.N1C=CC=CC=1.O.